From a dataset of NCI-60 drug combinations with 297,098 pairs across 59 cell lines. Regression. Given two drug SMILES strings and cell line genomic features, predict the synergy score measuring deviation from expected non-interaction effect. (1) Drug 1: CC1C(C(CC(O1)OC2CC(CC3=C2C(=C4C(=C3O)C(=O)C5=C(C4=O)C(=CC=C5)OC)O)(C(=O)C)O)N)O.Cl. Drug 2: CC1=C(C(=CC=C1)Cl)NC(=O)C2=CN=C(S2)NC3=CC(=NC(=N3)C)N4CCN(CC4)CCO. Cell line: T-47D. Synergy scores: CSS=30.4, Synergy_ZIP=-2.77, Synergy_Bliss=4.72, Synergy_Loewe=4.95, Synergy_HSA=5.30. (2) Drug 2: C1CC(C1)(C(=O)O)C(=O)O.[NH2-].[NH2-].[Pt+2]. Cell line: SNB-19. Synergy scores: CSS=31.8, Synergy_ZIP=-4.57, Synergy_Bliss=-4.68, Synergy_Loewe=-1.19, Synergy_HSA=-0.402. Drug 1: C1=CN(C(=O)N=C1N)C2C(C(C(O2)CO)O)O.Cl. (3) Drug 1: C1=NC2=C(N=C(N=C2N1C3C(C(C(O3)CO)O)O)F)N. Drug 2: CC12CCC3C(C1CCC2OP(=O)(O)O)CCC4=C3C=CC(=C4)OC(=O)N(CCCl)CCCl.[Na+]. Cell line: NCI-H522. Synergy scores: CSS=8.02, Synergy_ZIP=-8.48, Synergy_Bliss=-5.26, Synergy_Loewe=-10.6, Synergy_HSA=-3.10. (4) Drug 1: CCN(CC)CCNC(=O)C1=C(NC(=C1C)C=C2C3=C(C=CC(=C3)F)NC2=O)C. Drug 2: CN(CCCl)CCCl.Cl. Cell line: MALME-3M. Synergy scores: CSS=15.9, Synergy_ZIP=-4.20, Synergy_Bliss=0.360, Synergy_Loewe=2.59, Synergy_HSA=2.14. (5) Drug 1: C1=C(C(=O)NC(=O)N1)N(CCCl)CCCl. Drug 2: CC1=C(C(CCC1)(C)C)C=CC(=CC=CC(=CC(=O)O)C)C. Cell line: IGROV1. Synergy scores: CSS=31.6, Synergy_ZIP=0.522, Synergy_Bliss=0.951, Synergy_Loewe=2.98, Synergy_HSA=3.72. (6) Drug 1: COC1=NC(=NC2=C1N=CN2C3C(C(C(O3)CO)O)O)N. Drug 2: CC1=C2C(C(=O)C3(C(CC4C(C3C(C(C2(C)C)(CC1OC(=O)C(C(C5=CC=CC=C5)NC(=O)OC(C)(C)C)O)O)OC(=O)C6=CC=CC=C6)(CO4)OC(=O)C)O)C)O. Cell line: HS 578T. Synergy scores: CSS=-2.06, Synergy_ZIP=-1.25, Synergy_Bliss=-5.13, Synergy_Loewe=-3.33, Synergy_HSA=-5.21. (7) Drug 1: CC(C1=C(C=CC(=C1Cl)F)Cl)OC2=C(N=CC(=C2)C3=CN(N=C3)C4CCNCC4)N. Drug 2: CC1=C2C(C(=O)C3(C(CC4C(C3C(C(C2(C)C)(CC1OC(=O)C(C(C5=CC=CC=C5)NC(=O)OC(C)(C)C)O)O)OC(=O)C6=CC=CC=C6)(CO4)OC(=O)C)O)C)O. Cell line: M14. Synergy scores: CSS=31.4, Synergy_ZIP=4.42, Synergy_Bliss=6.74, Synergy_Loewe=-39.1, Synergy_HSA=4.03.